From a dataset of Catalyst prediction with 721,799 reactions and 888 catalyst types from USPTO. Predict which catalyst facilitates the given reaction. (1) Reactant: C([NH:4][C:5]1[C:23]([Cl:24])=[CH:22][C:8]([C:9]([NH:11][C@@H:12]2[CH2:16][N:15](C(=O)C)[C@H:14]([CH2:20][OH:21])[CH2:13]2)=[O:10])=[C:7]([O:25][CH3:26])[CH:6]=1)(=O)C.[OH-].[Na+].O. Product: [ClH:24].[NH2:4][C:5]1[C:23]([Cl:24])=[CH:22][C:8]([C:9]([NH:11][C@@H:12]2[CH2:16][NH:15][C@H:14]([CH2:20][OH:21])[CH2:13]2)=[O:10])=[C:7]([O:25][CH3:26])[CH:6]=1. The catalyst class is: 8. (2) Reactant: [CH3:1][O:2][CH2:3][CH2:4][OH:5].[H-].[Na+].[CH3:8][O:9][C:10]1[C:15]2[N:16]=[C:17]([NH:19][C:20](=[O:30])[C:21]3[CH:26]=[CH:25][N:24]=[C:23]([CH2:27]NC)[CH:22]=3)[S:18][C:14]=2[C:13]([N:31]2[CH2:36][CH2:35][O:34][CH2:33][CH2:32]2)=[CH:12][CH:11]=1.ClCCl.CO. Product: [CH3:1][O:2][CH2:3][CH2:4][O:5][CH2:27][C:23]1[CH:22]=[C:21]([CH:26]=[CH:25][N:24]=1)[C:20]([NH:19][C:17]1[S:18][C:14]2[C:13]([N:31]3[CH2:32][CH2:33][O:34][CH2:35][CH2:36]3)=[CH:12][CH:11]=[C:10]([O:9][CH3:8])[C:15]=2[N:16]=1)=[O:30]. The catalyst class is: 7. (3) Reactant: Cl.[CH2:2]([N:9]1[CH2:14][CH2:13][C:12]2([CH2:23][C:22](=O)[C:21]3[C:16](=[CH:17][CH:18]=[C:19](/[CH:25]=[CH:26]/[C:27]([NH:29][OH:30])=[O:28])[CH:20]=3)[O:15]2)[CH2:11][CH2:10]1)[C:3]1[CH:8]=[CH:7][CH:6]=[CH:5][CH:4]=1.[NH2:31][O:32][CH2:33][C:34]1[CH:39]=[CH:38][CH:37]=[CH:36][CH:35]=1.N1C=CC=CC=1. Product: [CH2:2]([N:9]1[CH2:14][CH2:13][C:12]2([CH2:23][C:22](=[N:31][O:32][CH2:33][C:34]3[CH:39]=[CH:38][CH:37]=[CH:36][CH:35]=3)[C:21]3[C:16](=[CH:17][CH:18]=[C:19](/[CH:25]=[CH:26]/[C:27]([NH:29][OH:30])=[O:28])[CH:20]=3)[O:15]2)[CH2:11][CH2:10]1)[C:3]1[CH:8]=[CH:7][CH:6]=[CH:5][CH:4]=1. The catalyst class is: 14. (4) Reactant: [C:1]([C:4]1[CH:5]=[N:6][CH:7]=[CH:8][CH:9]=1)(=O)[CH3:2].[NH2:10][C:11]([NH2:13])=[S:12].[I-].O. Product: [NH2:13][C:11]1[S:12][CH:2]=[C:1]([C:4]2[CH:5]=[N:6][CH:7]=[CH:8][CH:9]=2)[N:10]=1. The catalyst class is: 28. (5) Reactant: [CH3:1][C:2]12[CH2:12][CH:6]3[CH2:7][C:8]([CH3:11])([CH2:10][C:4](O)([CH2:5]3)[CH2:3]1)[CH2:9]2.[C:14](#[N:16])[CH3:15].C1(C)C=CC=CC=1.C1(C)C=CC(S(O)(=O)=[O:31])=CC=1. Product: [C:14]([NH:16][C:4]12[CH2:10][C:8]3([CH3:11])[CH2:7][CH:6]([CH2:12][C:2]([CH3:1])([CH2:9]3)[CH2:3]1)[CH2:5]2)(=[O:31])[CH3:15]. The catalyst class is: 6. (6) Reactant: [Cl:1][C:2]1[C:7]([N:8]2[CH2:13][CH2:12][CH:11]([C:14]3[C:19]([F:20])=[CH:18][CH:17]=[C:16]([F:21])[C:15]=3[O:22][CH:23]([F:25])[F:24])[CH2:10][CH2:9]2)=[CH:6][N:5]=[N:4][C:3]=1[NH:26][NH:27][C:28](=O)[CH2:29][C:30]([F:33])([F:32])[F:31].CC[N+](S(N=C(OC)[O-])(=O)=O)(CC)CC. Product: [Cl:1][C:2]1[C:3]2[N:4]([C:28]([CH2:29][C:30]([F:32])([F:31])[F:33])=[N:27][N:26]=2)[N:5]=[CH:6][C:7]=1[N:8]1[CH2:9][CH2:10][CH:11]([C:14]2[C:19]([F:20])=[CH:18][CH:17]=[C:16]([F:21])[C:15]=2[O:22][CH:23]([F:25])[F:24])[CH2:12][CH2:13]1. The catalyst class is: 1. (7) Reactant: [CH3:1][N:2]([CH3:29])[C:3](=[O:28])[C:4]1[CH:9]=[CH:8][C:7]([N:10]2[CH2:14][CH2:13][C@H:12]([NH:15][C@@H:16]([C:18]3[C:27]4[C:22](=[CH:23][CH:24]=[CH:25][CH:26]=4)[CH:21]=[CH:20][CH:19]=3)[CH3:17])[CH2:11]2)=[CH:6][CH:5]=1.[ClH:30]. Product: [ClH:30].[CH3:29][N:2]([CH3:1])[C:3](=[O:28])[C:4]1[CH:5]=[CH:6][C:7]([N:10]2[CH2:14][CH2:13][C@H:12]([NH:15][C@@H:16]([C:18]3[C:27]4[C:22](=[CH:23][CH:24]=[CH:25][CH:26]=4)[CH:21]=[CH:20][CH:19]=3)[CH3:17])[CH2:11]2)=[CH:8][CH:9]=1. The catalyst class is: 135. (8) Reactant: Cl[C:2]1[NH:3][C:4](=[O:13])[C:5]2[C:10]([CH:11]=1)=[C:9]([CH3:12])[CH:8]=[CH:7][CH:6]=2.[B:14]1(B2OC(C)(C)C(C)(C)O2)[O:18]C(C)(C)C(C)(C)[O:15]1.CC([O-])=O.[K+]. Product: [CH3:12][C:9]1[CH:8]=[CH:7][CH:6]=[C:5]2[C:10]=1[CH:11]=[C:2]([B:14]([OH:18])[OH:15])[NH:3][C:4]2=[O:13]. The catalyst class is: 75. (9) Reactant: [BH4-].[Na+].[CH3:3][C:4]1[C:12]2[C:11]([CH:13]=[C:14]3[N:18]4[CH:19]=[CH:20][CH:21]=[CH:22][C:17]4=[N:16][C:15]3=[O:23])=[CH:10][S:9][C:8]=2[CH:7]=[CH:6][CH:5]=1. Product: [CH3:3][C:4]1[C:12]2[C:11]([CH2:13][CH:14]3[N:18]4[CH:19]=[CH:20][CH:21]=[CH:22][C:17]4=[N:16][C:15]3=[O:23])=[CH:10][S:9][C:8]=2[CH:7]=[CH:6][CH:5]=1. The catalyst class is: 357. (10) Reactant: [NH2:1][C:2]1[CH:7]=[CH:6][C:5]([CH2:8][C@H:9]([N:12]([CH2:24][C:25]2[CH:30]=[CH:29][CH:28]=[CH:27][CH:26]=2)[CH2:13][C@H:14]([OH:23])[CH2:15][O:16][C:17]2[CH:22]=[CH:21][CH:20]=[CH:19][CH:18]=2)[CH2:10][OH:11])=[CH:4][CH:3]=1.[NH:31]1[CH:35]=[CH:34][CH:33]=[C:32]1[C:36](O)=[O:37].Cl.CN(C)CCCN=C=NCC. Product: [CH2:24]([N:12]([C@H:9]([CH2:10][OH:11])[CH2:8][C:5]1[CH:6]=[CH:7][C:2]([NH:1][C:36]([C:32]2[NH:31][CH:35]=[CH:34][CH:33]=2)=[O:37])=[CH:3][CH:4]=1)[CH2:13][C@H:14]([OH:23])[CH2:15][O:16][C:17]1[CH:18]=[CH:19][CH:20]=[CH:21][CH:22]=1)[C:25]1[CH:26]=[CH:27][CH:28]=[CH:29][CH:30]=1. The catalyst class is: 4.